Dataset: Merck oncology drug combination screen with 23,052 pairs across 39 cell lines. Task: Regression. Given two drug SMILES strings and cell line genomic features, predict the synergy score measuring deviation from expected non-interaction effect. (1) Drug 1: Cc1nc(Nc2ncc(C(=O)Nc3c(C)cccc3Cl)s2)cc(N2CCN(CCO)CC2)n1. Drug 2: COC1CC2CCC(C)C(O)(O2)C(=O)C(=O)N2CCCCC2C(=O)OC(C(C)CC2CCC(OP(C)(C)=O)C(OC)C2)CC(=O)C(C)C=C(C)C(O)C(OC)C(=O)C(C)CC(C)C=CC=CC=C1C. Cell line: A427. Synergy scores: synergy=48.6. (2) Drug 1: CN1C(=O)C=CC2(C)C3CCC4(C)C(NC(=O)OCC(F)(F)F)CCC4C3CCC12. Drug 2: O=C(CCCCCCC(=O)Nc1ccccc1)NO. Cell line: RPMI7951. Synergy scores: synergy=4.63. (3) Drug 2: COC1CC2CCC(C)C(O)(O2)C(=O)C(=O)N2CCCCC2C(=O)OC(C(C)CC2CCC(OP(C)(C)=O)C(OC)C2)CC(=O)C(C)C=C(C)C(O)C(OC)C(=O)C(C)CC(C)C=CC=CC=C1C. Cell line: UWB1289. Synergy scores: synergy=14.1. Drug 1: CN(C)C(=N)N=C(N)N. (4) Drug 1: CS(=O)(=O)CCNCc1ccc(-c2ccc3ncnc(Nc4ccc(OCc5cccc(F)c5)c(Cl)c4)c3c2)o1. Drug 2: CCc1cnn2c(NCc3ccc[n+]([O-])c3)cc(N3CCCCC3CCO)nc12. Cell line: SKOV3. Synergy scores: synergy=1.85. (5) Drug 1: CN1C(=O)C=CC2(C)C3CCC4(C)C(NC(=O)OCC(F)(F)F)CCC4C3CCC12. Drug 2: Cn1nnc2c(C(N)=O)ncn2c1=O. Cell line: A427. Synergy scores: synergy=-4.37.